From a dataset of Forward reaction prediction with 1.9M reactions from USPTO patents (1976-2016). Predict the product of the given reaction. (1) Given the reactants [C:1]([Si:5]([CH3:22])([CH3:21])[O:6][C@@H:7]1[CH2:15][C:14]2[C:9](=[CH:10][CH:11]=[CH:12][CH:13]=2)[C@H:8]1[NH:16][S:17]([CH3:20])(=[O:19])=[O:18])([CH3:4])([CH3:3])[CH3:2].[C:23]([O-])([O-])=O.[Cs+].[Cs+].CI.[OH-].[Na+], predict the reaction product. The product is: [C:1]([Si:5]([CH3:22])([CH3:21])[O:6][C@@H:7]1[CH2:15][C:14]2[C:9](=[CH:10][CH:11]=[CH:12][CH:13]=2)[C@H:8]1[N:16]([CH3:23])[S:17]([CH3:20])(=[O:19])=[O:18])([CH3:4])([CH3:3])[CH3:2]. (2) Given the reactants Cl[CH2:2][C:3]1[N:4]=[C:5]([NH:8][C:9](=[O:15])[O:10][C:11]([CH3:14])([CH3:13])[CH3:12])[S:6][CH:7]=1.O1CCCC1.[CH3:21][NH2:22], predict the reaction product. The product is: [CH3:21][NH:22][CH2:2][C:3]1[N:4]=[C:5]([NH:8][C:9](=[O:15])[O:10][C:11]([CH3:14])([CH3:13])[CH3:12])[S:6][CH:7]=1. (3) Given the reactants [Br:1][C:2]1[CH:3]=[C:4]2[C:8](=[CH:9][CH:10]=1)[NH:7][C:6](=[O:11])[C:5]2=[O:12].[C:13]([Mg]Br)#[C:14][CH3:15].[Cl-].[NH4+], predict the reaction product. The product is: [Br:1][C:2]1[CH:3]=[C:4]2[C:8](=[CH:9][CH:10]=1)[NH:7][C:6](=[O:11])[C:5]2([OH:12])[C:13]#[C:14][CH3:15]. (4) Given the reactants Br[C:2]1[S:6][C:5]2=[N:7][CH:8]=[CH:9][N:4]2[N:3]=1.[CH3:10][O:11][C:12]1[CH:13]=[C:14](B(O)O)[CH:15]=[CH:16][C:17]=1[O:18][CH3:19].O1CCOCC1.C([O-])([O-])=O.[Na+].[Na+], predict the reaction product. The product is: [CH3:10][O:11][C:12]1[CH:13]=[C:14]([C:2]2[S:6][C:5]3=[N:7][CH:8]=[CH:9][N:4]3[N:3]=2)[CH:15]=[CH:16][C:17]=1[O:18][CH3:19]. (5) Given the reactants [Cl:1][C:2]1[N:7]=[C:6]([N:8]([CH3:28])[C:9]2[CH:27]=[CH:26][C:12]3[N:13]([CH3:25])[C:14]([NH:16][CH2:17][C:18]4[CH:23]=[CH:22][C:21]([F:24])=[CH:20][CH:19]=4)=[N:15][C:11]=3[CH:10]=2)[CH:5]=[CH:4][N:3]=1.[NH2:29][C:30]1[CH:31]=[CH:32][C:33]([CH3:40])=[C:34]([S:36]([NH2:39])(=[O:38])=[O:37])[CH:35]=1, predict the reaction product. The product is: [ClH:1].[F:24][C:21]1[CH:22]=[CH:23][C:18]([CH2:17][NH:16][C:14]2[N:13]([CH3:25])[C:12]3[CH:26]=[CH:27][C:9]([N:8]([CH3:28])[C:6]4[CH:5]=[CH:4][N:3]=[C:2]([NH:29][C:30]5[CH:31]=[CH:32][C:33]([CH3:40])=[C:34]([S:36]([NH2:39])(=[O:37])=[O:38])[CH:35]=5)[N:7]=4)=[CH:10][C:11]=3[N:15]=2)=[CH:19][CH:20]=1.